This data is from Catalyst prediction with 721,799 reactions and 888 catalyst types from USPTO. The task is: Predict which catalyst facilitates the given reaction. (1) The catalyst class is: 3. Product: [CH3:20][O:37][C:36]1[CH:35]=[CH:7][C:6](/[CH:9]=[CH:14]/[C:11]2[S:10][C:9]([C:6]3[CH:7]=[CH:8][C:3]([N:2]([CH3:16])[CH3:1])=[CH:4][CH:5]=3)=[N:13][CH:12]=2)=[CH:5][CH:4]=1. Reactant: [CH3:1][N:2]([CH3:16])[C:3]1[CH:8]=[CH:7][C:6]([C:9]2[S:10][C:11]([CH:14]=O)=[CH:12][N:13]=2)=[CH:5][CH:4]=1.C[O-].[Na+].[CH2:20]1[O:37][CH2:36][CH2:35]O[CH2:35][CH2:36][O:37][CH2:20][CH2:20][O:37][CH2:36][CH2:35]O[CH2:35][CH2:36][O:37][CH2:20]1.O. (2) Reactant: [ClH:1].[N+:2]([C:5]1[C:6]([N:11]2[CH2:16][CH2:15][CH:14]([NH:17]C(=O)OC(C)(C)C)[CH2:13][CH2:12]2)=[N:7][CH:8]=[CH:9][CH:10]=1)([O-:4])=[O:3]. Product: [ClH:1].[N+:2]([C:5]1[C:6]([N:11]2[CH2:16][CH2:15][CH:14]([NH2:17])[CH2:13][CH2:12]2)=[N:7][CH:8]=[CH:9][CH:10]=1)([O-:4])=[O:3]. The catalyst class is: 12. (3) Product: [CH3:1][N:2]1[CH2:7][C:8]2[C:9](=[C:14]([N+:18]([O-:20])=[O:19])[CH:15]=[CH:16][CH:17]=2)[C:10]1=[O:11]. The catalyst class is: 1. Reactant: [CH3:1][NH2:2].C(O)C.Br[CH2:7][C:8]1[CH:17]=[CH:16][CH:15]=[C:14]([N+:18]([O-:20])=[O:19])[C:9]=1[C:10](OC)=[O:11]. (4) Reactant: [F:1][C:2]1[CH:7]=[CH:6][C:5]([S:8]([NH:11][CH2:12][C:13]2[CH:22]=[CH:21][C:16]([C:17]([O:19][CH3:20])=[O:18])=[CH:15][CH:14]=2)(=[O:10])=[O:9])=[CH:4][CH:3]=1.CCCO.[CH:27]1[CH:32]=[CH:31]C(P([C:27]2[CH:32]=[CH:31]C=[CH:29][CH:28]=2)[C:27]2[CH:32]=[CH:31]C=[CH:29][CH:28]=2)=[CH:29][CH:28]=1.N(C(OC(C)C)=O)=NC(OC(C)C)=O. Product: [F:1][C:2]1[CH:7]=[CH:6][C:5]([S:8]([N:11]([CH2:12][C:13]2[CH:14]=[CH:15][C:16]([C:17]([O:19][CH3:20])=[O:18])=[CH:21][CH:22]=2)[CH:27]([CH2:32][CH3:31])[CH2:28][CH3:29])(=[O:10])=[O:9])=[CH:4][CH:3]=1. The catalyst class is: 20.